Dataset: Full USPTO retrosynthesis dataset with 1.9M reactions from patents (1976-2016). Task: Predict the reactants needed to synthesize the given product. Given the product [C:5]([OH:10])(=[O:9])[C:6]([CH3:8])=[CH2:7].[C:11]([O:15][CH2:16][CH2:17][CH2:18][CH3:19])(=[O:14])[CH:12]=[CH2:13].[Na:1].[S:20]([O-:24])([O-:23])(=[O:22])=[O:21].[C:5]([OH:10])(=[O:9])[C:6]([CH3:8])=[CH2:7].[CH2:3]1[O:4][CH2:2]1, predict the reactants needed to synthesize it. The reactants are: [Na:1].[CH2:2]1[O:4][CH2:3]1.[C:5]([OH:10])(=[O:9])[C:6]([CH3:8])=[CH2:7].[C:11]([O:15][CH2:16][CH2:17][CH2:18][CH3:19])(=[O:14])[CH:12]=[CH2:13].[S:20]([O:24][O:23][S:20]([O-:24])(=[O:22])=[O:21])([O-:23])(=[O:22])=[O:21].[NH4+].[NH4+].